From a dataset of Reaction yield outcomes from USPTO patents with 853,638 reactions. Predict the reaction yield, written as a fraction of the theoretical maximum amount of product (1.0 means a 100% yield; for example, 0.34 means a 34% yield). (1) The reactants are [Cl:1][C:2]1[CH:3]=[C:4]([CH:7]=[C:8]([CH:10]=O)[CH:9]=1)[C:5]#[N:6].ClC1C=C(C=C(CO)C=1)C#N.[Cr](Cl)([O-])(=O)=O.[NH+]1C=CC=CC=1. The catalyst is ClCCl.CCOCC. The product is [Cl:1][C:2]1[CH:3]=[C:4]([CH:7]=[C:8]([CH3:10])[CH:9]=1)[C:5]#[N:6]. The yield is 0.900. (2) The reactants are [C:1]([O:4][CH2:5][C:6]([CH3:36])([CH3:35])[CH2:7][N:8]1[C:14]2[CH:15]=[CH:16][C:17]([Cl:19])=[CH:18][C:13]=2[C@@H:12]([C:20]2[CH:25]=[CH:24][CH:23]=[C:22]([O:26][CH3:27])[C:21]=2[O:28][CH3:29])[O:11][C@H:10]([CH2:30][C:31](O)=[O:32])[C:9]1=[O:34])(=[O:3])[CH3:2].S(Cl)(Cl)=O.[NH2:41][C:42]1[CH:52]=[CH:51][C:45]([C:46]([O:48][CH2:49][CH3:50])=[O:47])=[CH:44][CH:43]=1.C(N(CC)CC)C. The catalyst is O1CCCC1.O.CN(C)C=O. The product is [C:1]([O:4][CH2:5][C:6]([CH3:35])([CH3:36])[CH2:7][N:8]1[C:14]2[CH:15]=[CH:16][C:17]([Cl:19])=[CH:18][C:13]=2[C@@H:12]([C:20]2[CH:25]=[CH:24][CH:23]=[C:22]([O:26][CH3:27])[C:21]=2[O:28][CH3:29])[O:11][C@H:10]([CH2:30][C:31]([NH:41][C:42]2[CH:43]=[CH:44][C:45]([C:46]([O:48][CH2:49][CH3:50])=[O:47])=[CH:51][CH:52]=2)=[O:32])[C:9]1=[O:34])(=[O:3])[CH3:2]. The yield is 0.790. (3) The reactants are [N+:1]([C:4]1[CH:9]=[CH:8][CH:7]=[CH:6][C:5]=1[S:10][NH:11][CH:12]([C:18]1[CH:23]=[CH:22][CH:21]=[CH:20][CH:19]=1)[CH:13]([C:15]([OH:17])=[O:16])[OH:14])([O-:3])=[O:2].[C:24]1(C)C=CC(S([O-])(=O)=O)=CC=1.[NH+]1C=CC=CC=1.CO[CH:43](OC)[C:44]1[CH:49]=[CH:48][C:47]([O:50][CH3:51])=[CH:46][C:45]=1[O:52][CH3:53].C([O-])(O)=O.[Na+]. The catalyst is C1C=CC=CC=1. The product is [CH3:24][O:16][C:15]([CH:13]1[O:14][CH:43]([C:44]2[CH:49]=[CH:48][C:47]([O:50][CH3:51])=[CH:46][C:45]=2[O:52][CH3:53])[N:11]([S:10][C:5]2[CH:6]=[CH:7][CH:8]=[CH:9][C:4]=2[N+:1]([O-:3])=[O:2])[CH:12]1[C:18]1[CH:19]=[CH:20][CH:21]=[CH:22][CH:23]=1)=[O:17]. The yield is 0.740.